From a dataset of Forward reaction prediction with 1.9M reactions from USPTO patents (1976-2016). Predict the product of the given reaction. (1) Given the reactants [NH:1]([CH2:3][CH2:4][OH:5])[NH2:2].Br[C:7]1[CH:22]=[CH:21][C:10]([O:11][C:12]2[CH:19]=[CH:18][C:17]([F:20])=[CH:16][C:13]=2[C:14]#[N:15])=[CH:9][C:8]=1[CH:23]=O.FC1C=CC=C(C=1)C#N.C(=O)([O-])[O-].[K+].[K+], predict the reaction product. The product is: [F:20][C:17]1[CH:18]=[CH:19][C:12]([O:11][C:10]2[CH:9]=[C:8]3[C:7](=[CH:22][CH:21]=2)[N:1]([CH2:3][CH2:4][OH:5])[N:2]=[CH:23]3)=[C:13]([CH:16]=1)[C:14]#[N:15]. (2) Given the reactants [OH:1][C:2]1[CH:12]=[CH:11][C:5]([CH:6]([OH:10])[C:7]([OH:9])=[O:8])=[CH:4][CH:3]=1.CO[C:15](OC)([CH3:17])[CH3:16].B(F)(F)F.CCOCC.C(N(CC)CC)C, predict the reaction product. The product is: [OH:1][C:2]1[CH:12]=[CH:11][C:5]([CH:6]2[O:10][C:15]([CH3:17])([CH3:16])[O:8][C:7]2=[O:9])=[CH:4][CH:3]=1. (3) Given the reactants [CH3:1][C@@:2]12[C:10](=[O:11])[CH2:9][CH2:8][C@H:7]1[C@@H:6]1[CH2:12][CH:13]=[C:14]3[CH2:19][C@@H:18]([OH:20])[CH2:17][CH2:16][C@:15]3([CH3:21])[C@H:5]1[CH2:4][CH2:3]2.[OH:22][CH2:23][C:24]([C@H:26]([C@@H:28]([C@@H:30]([CH2:32][OH:33])[OH:31])[OH:29])[OH:27])=[O:25].C(O)[C@H]1O[C@](O)(CO)[C@@H](O)[C@@H]1O.OCC1(OC[C@@H](O)[C@@H](O)[C@@H]1O)O.OCC1(O[C@H](CO)[C@@H](O)[C@@H]1O)O, predict the reaction product. The product is: [CH3:1][C@@:2]12[C:10](=[O:11])[CH2:9][CH2:8][C@H:7]1[C@@H:6]1[CH2:12][CH:13]=[C:14]3[CH2:19][C@@H:18]([OH:20])[CH2:17][CH2:16][C@:15]3([CH3:21])[C@H:5]1[CH2:4][CH2:3]2.[OH:22][CH2:23][C:24]([C@H:26]([C@@H:28]([C@@H:30]([CH2:32][OH:33])[OH:31])[OH:29])[OH:27])=[O:25].